From a dataset of Reaction yield outcomes from USPTO patents with 853,638 reactions. Predict the reaction yield, written as a fraction of the theoretical maximum amount of product (1.0 means a 100% yield; for example, 0.34 means a 34% yield). (1) The reactants are C(Cl)(=O)C(Cl)=O.[CH:7]1[C:19]2[CH:18]([CH2:20][O:21][C:22]([N:24]3[CH2:28][CH2:27][CH2:26][C@H:25]3[C:29]([OH:31])=[O:30])=[O:23])[C:17]3[C:12](=[CH:13][CH:14]=[CH:15][CH:16]=3)[C:11]=2[CH:10]=[CH:9][CH:8]=1.C(N(C(C)C)C(C)C)C.O[C:42]([CH3:47])([CH3:46])[C:43]([OH:45])=[O:44]. The catalyst is C(Cl)Cl.CN(C)C=O. The product is [CH:16]1[C:17]2[CH:18]([CH2:20][O:21][C:22]([N:24]3[CH2:28][CH2:27][CH2:26][C@H:25]3[C:29]([O:31][C:42]([CH3:47])([CH3:46])[C:43]([OH:45])=[O:44])=[O:30])=[O:23])[C:19]3[C:11](=[CH:10][CH:9]=[CH:8][CH:7]=3)[C:12]=2[CH:13]=[CH:14][CH:15]=1. The yield is 0.980. (2) The reactants are Br[C:2]1[CH:23]=[CH:22][C:5]([C:6]([NH:8][S:9]([C:12]2[CH:17]=[CH:16][CH:15]=[CH:14][C:13]=2[S:18](=[O:21])(=[O:20])[NH2:19])(=[O:11])=[O:10])=[O:7])=[CH:4][C:3]=1[CH2:24][OH:25].[CH:26]1([C:32]#[CH:33])[CH2:31][CH2:30][CH2:29][CH2:28][CH2:27]1. No catalyst specified. The product is [CH:26]1([C:32]#[C:33][C:2]2[CH:23]=[CH:22][C:5]([C:6]([NH:8][S:9]([C:12]3[CH:17]=[CH:16][CH:15]=[CH:14][C:13]=3[S:18](=[O:21])(=[O:20])[NH2:19])(=[O:11])=[O:10])=[O:7])=[CH:4][C:3]=2[CH2:24][OH:25])[CH2:31][CH2:30][CH2:29][CH2:28][CH2:27]1. The yield is 0.320. (3) The reactants are [N+:1]([C:4]1[CH:5]=[CH:6][C:7]2[CH2:13][CH2:12][CH2:11][CH2:10][N:9]([C:14](=[O:16])[CH3:15])[C:8]=2[CH:17]=1)([O-])=O. The catalyst is CCO.[Pd]. The product is [NH2:1][C:4]1[CH:5]=[CH:6][C:7]2[CH2:13][CH2:12][CH2:11][CH2:10][N:9]([C:14](=[O:16])[CH3:15])[C:8]=2[CH:17]=1. The yield is 0.900. (4) The catalyst is C(Cl)(=O)C. The product is [CH2:12]([O:11][P:10]([CH:25]([NH:9][S:6]([C:2]1[S:1][CH:5]=[CH:4][CH:3]=1)(=[O:8])=[O:7])[CH2:24][C:18]1[CH:23]=[CH:22][CH:21]=[CH:20][CH:19]=1)(=[O:17])[O:14][CH2:15][CH3:16])[CH3:13]. The reactants are [S:1]1[CH:5]=[CH:4][CH:3]=[C:2]1[S:6]([NH2:9])(=[O:8])=[O:7].[P:10]([O-:17])([O:14][CH2:15][CH3:16])[O:11][CH2:12][CH3:13].[C:18]1([CH2:24][CH:25]=O)[CH:23]=[CH:22][CH:21]=[CH:20][CH:19]=1. The yield is 0.350.